Dataset: Reaction yield outcomes from USPTO patents with 853,638 reactions. Task: Predict the reaction yield, written as a fraction of the theoretical maximum amount of product (1.0 means a 100% yield; for example, 0.34 means a 34% yield). (1) The reactants are C[Si]([N-][Si](C)(C)C)(C)C.[Li+].[C:11]1([CH:17]([CH3:21])[C:18]([OH:20])=[O:19])[CH:16]=[CH:15][CH:14]=[CH:13][CH:12]=1.Br[CH2:23][CH2:24][C@@H:25]([CH3:28])[CH2:26][CH3:27]. The catalyst is O1CCCC1. The product is [CH3:21][C:17]([C:11]1[CH:16]=[CH:15][CH:14]=[CH:13][CH:12]=1)([CH2:23][CH2:24][C@@H:25]([CH3:28])[CH2:26][CH3:27])[C:18]([OH:20])=[O:19]. The yield is 0.900. (2) The catalyst is Cl.C(OCC)(=O)C. The product is [NH2:10][C:5]([CH2:8][CH3:9])([CH2:6][CH3:7])[C:3]([NH:2][CH3:1])=[O:4]. The yield is 0.750. The reactants are [CH3:1][NH:2][C:3]([C:5]([NH:10]C(=O)OC(C)(C)C)([CH2:8][CH3:9])[CH2:6][CH3:7])=[O:4].